This data is from Forward reaction prediction with 1.9M reactions from USPTO patents (1976-2016). The task is: Predict the product of the given reaction. (1) Given the reactants Br[C:2]1[CH:11]=[CH:10][CH:9]=[C:8]2[C:3]=1[CH:4]=[C:5]([CH3:12])[CH:6]=[N:7]2.[C:13](=O)([O-])[O-].[K+].[K+].CB1OB(C)OB(C)O1, predict the reaction product. The product is: [CH3:12][C:5]1[CH:6]=[N:7][C:8]2[C:3]([CH:4]=1)=[C:2]([CH3:13])[CH:11]=[CH:10][CH:9]=2. (2) Given the reactants [CH3:1][O:2][C:3](=[O:11])[C:4]1[CH:9]=[CH:8][CH:7]=[CH:6][C:5]=1[NH2:10].[CH3:12][C:13]1[CH:14]=[C:15]([CH:19]=[CH:20][C:21]=1[Br:22])[C:16](Cl)=[O:17].C(N(CC)CC)C, predict the reaction product. The product is: [CH3:1][O:2][C:3](=[O:11])[C:4]1[CH:9]=[CH:8][CH:7]=[CH:6][C:5]=1[NH:10][C:16](=[O:17])[C:15]1[CH:19]=[CH:20][C:21]([Br:22])=[C:13]([CH3:12])[CH:14]=1. (3) Given the reactants [CH2:1]([NH:8][C:9]([N:11]1[CH:16]2[C@H:17]([CH3:41])[N:18]([CH2:30][C:31]3[CH:32]=[CH:33][CH:34]=[C:35]4[C:40]=3[N:39]=[CH:38][CH:37]=[CH:36]4)[C:19](=[O:29])[C@H:20]([CH2:21][C:22]3[CH:27]=[CH:26][C:25]([OH:28])=[CH:24][CH:23]=3)[N:15]2[C:14](=[O:42])[CH2:13][N:12]1[CH3:43])=[O:10])[C:2]1[CH:7]=[CH:6][CH:5]=[CH:4][CH:3]=1.Cl[C:45]([O:47][CH2:48][CH3:49])=[O:46].C(N(CC)CC)C, predict the reaction product. The product is: [C:45](=[O:46])([O:47][CH2:48][CH3:49])[O:28][C:25]1[CH:24]=[CH:23][C:22]([CH2:21][C@@H:20]2[N:15]3[CH:16]([N:11]([C:9](=[O:10])[NH:8][CH2:1][C:2]4[CH:3]=[CH:4][CH:5]=[CH:6][CH:7]=4)[N:12]([CH3:43])[CH2:13][C:14]3=[O:42])[C@H:17]([CH3:41])[N:18]([CH2:30][C:31]3[CH:32]=[CH:33][CH:34]=[C:35]4[C:40]=3[N:39]=[CH:38][CH:37]=[CH:36]4)[C:19]2=[O:29])=[CH:27][CH:26]=1. (4) The product is: [NH:18]1[C:26]2[C:21](=[CH:22][C:23]([C:2]3[N:7]=[C:6]([C:8]([OH:10])=[O:9])[CH:5]=[C:4]([N:12]4[CH2:17][CH2:16][O:15][CH2:14][CH2:13]4)[N:3]=3)=[CH:24][CH:25]=2)[CH:20]=[CH:19]1. Given the reactants Cl[C:2]1[N:7]=[C:6]([C:8]([O:10]C)=[O:9])[CH:5]=[C:4]([N:12]2[CH2:17][CH2:16][O:15][CH2:14][CH2:13]2)[N:3]=1.[NH:18]1[C:26]2[C:21](=[CH:22][C:23](B(O)O)=[CH:24][CH:25]=2)[CH:20]=[CH:19]1.C(=O)([O-])[O-].[Na+].[Na+], predict the reaction product.